Predict the reactants needed to synthesize the given product. From a dataset of Full USPTO retrosynthesis dataset with 1.9M reactions from patents (1976-2016). (1) Given the product [NH3:9].[N:13]1[C:14]2[C:19](=[N:18][CH:17]=[CH:16][CH:15]=2)[C:10]([NH2:9])=[CH:11][CH:12]=1, predict the reactants needed to synthesize it. The reactants are: Br.COC1C=CC(C[NH:9][C:10]2[C:19]3[C:14](=[CH:15][CH:16]=[CH:17][N:18]=3)[N:13]=[CH:12][CH:11]=2)=CC=1.C([O-])(O)=O.[Na+]. (2) The reactants are: [Br:1][C:2]1[CH:3]=[C:4]2[C:11]3([C:15](=[O:16])[NH:14][C:13](=O)[NH:12]3)[CH2:10][C:9]([CH3:24])([C:18]3[CH:23]=[CH:22][CH:21]=[CH:20][CH:19]=3)[O:8][C:5]2=[CH:6][CH:7]=1.COC1C=CC(P2(SP(C3C=CC(OC)=CC=3)(=S)S2)=[S:34])=CC=1. Given the product [Br:1][C:2]1[CH:3]=[C:4]2[C:11]3([C:15](=[O:16])[NH:14][C:13](=[S:34])[NH:12]3)[CH2:10][C:9]([CH3:24])([C:18]3[CH:23]=[CH:22][CH:21]=[CH:20][CH:19]=3)[O:8][C:5]2=[CH:6][CH:7]=1, predict the reactants needed to synthesize it. (3) Given the product [CH:36]1[C:40]2[C:40]3[CH:36]=[CH:37][CH:38]=[CH:34][C:33]=3[O:32][C:29]=2[C:30]([C:12]2[CH:13]=[C:7]3[C:8]([C:9]4[C:5]([OH:6])=[CH:4][CH:3]=[CH:2][C:1]=4[C:36]3([C:40]3[CH:5]=[CH:9][CH:1]=[CH:2][CH:3]=3)[C:37]3[CH:10]=[CH:8][CH:7]=[CH:13][CH:38]=3)=[CH:10][CH:11]=2)=[CH:38][CH:37]=1, predict the reactants needed to synthesize it. The reactants are: [CH:1]1[C:9]2[C:8]3[CH:10]=[CH:11][CH:12]=[CH:13][C:7]=3[O:6][C:5]=2[C:4](C2C=CC3C4C(=CC=CC=4)OC(=O)C=3C=2)=[CH:3][CH:2]=1.[C:29]([O:32][C:33](=O)[CH3:34])(=O)[CH3:30].[CH2:36]1[CH2:40]O[CH2:38][CH2:37]1. (4) The reactants are: C1C=CC(P(C2C=CC=CC=2)C2C=CC=CC=2)=CC=1.C(N1C[C@@H:30](O)[C@H:29]([NH:33][S:34]([C:37]2[CH:42]=[CH:41][C:40]([C:43]3[CH:48]=[CH:47][CH:46]=[CH:45][CH:44]=3)=[CH:39][CH:38]=2)(=[O:36])=[O:35])C1)(OC(C)(C)C)=O.N(C(OCC)=O)=NC(OCC)=O. Given the product [C:43]1([C:40]2[CH:41]=[CH:42][C:37]([S:34]([N:33]3[CH2:30][CH2:29]3)(=[O:36])=[O:35])=[CH:38][CH:39]=2)[CH:48]=[CH:47][CH:46]=[CH:45][CH:44]=1, predict the reactants needed to synthesize it. (5) The reactants are: [CH:1]1([N:4]([CH2:8][C:9]2[CH:10]=[C:11]([C:23]([OH:25])=[O:24])[CH:12]=[C:13]3[C:18]=2[O:17][C:16]([CH3:20])([CH3:19])[CH2:15][C:14]3([CH3:22])[CH3:21])[CH:5]([CH3:7])[CH3:6])[CH2:3][CH2:2]1.C(O[C:30]1[CH:35]=[CH:34][C:33](O)=[CH:32][C:31]=1C[C:30]1[CH:35]=[CH:34][CH:33]=[CH:32][CH:31]=1)(=O)C.Cl.CN(C)CCCN=C=NCC.[C:56]([O:59][CH2:60][CH3:61])(=[O:58])[CH3:57].[CH3:62][CH2:63][CH2:64][CH2:65][CH2:66]C. Given the product [CH2:60]([O:59][C:56]([CH2:57][C:35]1[CH:30]=[CH:31][C:32]([O:24][C:23]([C:11]2[CH:12]=[C:13]3[C:18](=[C:9]([CH2:8][N:4]([CH:1]4[CH2:3][CH2:2]4)[CH:5]([CH3:7])[CH3:6])[CH:10]=2)[O:17][C:16]([CH3:19])([CH3:20])[CH2:15][C:14]3([CH3:22])[CH3:21])=[O:25])=[CH:33][CH:34]=1)=[O:58])[C:61]1[CH:66]=[CH:65][CH:64]=[CH:63][CH:62]=1, predict the reactants needed to synthesize it. (6) Given the product [Br-:33].[CH2:16]([N+:6]([CH2:2][CH2:3][CH2:4][CH3:5])([CH2:7][CH2:8][CH2:9][CH3:11])[CH2:12][CH2:13][CH2:14][CH2:15][CH3:20])[CH2:17][CH2:18][CH3:19], predict the reactants needed to synthesize it. The reactants are: [Br-].[CH2:2]([N+:6]([CH2:16][CH2:17][CH2:18][CH3:19])([CH2:12][CH2:13][CH2:14][CH3:15])[CH2:7][CH2:8][CH:9]([CH3:11])C)[CH2:3][CH2:4][CH3:5].[CH2:20](N(CCCC)CCCC)CCC.[Br:33]CCC(C)C. (7) Given the product [C:1]([O:5][C:6](=[O:25])[N:7]([CH2:9][C:10]1[CH:14]=[C:13]([C:31]2[CH:32]=[C:27]([F:26])[CH:28]=[CH:29][C:30]=2[F:33])[NH:12][CH:11]=1)[CH3:8])([CH3:2])([CH3:3])[CH3:4], predict the reactants needed to synthesize it. The reactants are: [C:1]([O:5][C:6](=[O:25])[N:7]([CH2:9][C:10]1[CH:14]=[C:13](Br)[N:12](S(C2C=NC=CC=2)(=O)=O)[CH:11]=1)[CH3:8])([CH3:4])([CH3:3])[CH3:2].[F:26][C:27]1[CH:32]=[CH:31][C:30]([F:33])=[CH:29][C:28]=1B(O)O.C(=O)([O-])[O-].[Na+].[Na+]. (8) The reactants are: [CH3:1][O:2][C:3]([C:5]1[S:9][C:8]2[CH:10]=[C:11](Cl)[CH:12]=[CH:13][C:7]=2[C:6]=1[O:15][CH2:16][C:17]([O:19][C:20]([CH3:23])([CH3:22])[CH3:21])=[O:18])=[O:4].[NH2:24][C:25]1[CH:26]=[C:27](B(O)O)[CH:28]=[CH:29][CH:30]=1.[F-].[K+]. Given the product [CH3:1][O:2][C:3]([C:5]1[S:9][C:8]2[CH:10]=[C:11]([C:29]3[CH:28]=[CH:27][CH:26]=[C:25]([NH2:24])[CH:30]=3)[CH:12]=[CH:13][C:7]=2[C:6]=1[O:15][CH2:16][C:17]([O:19][C:20]([CH3:23])([CH3:22])[CH3:21])=[O:18])=[O:4], predict the reactants needed to synthesize it.